Dataset: NCI-60 drug combinations with 297,098 pairs across 59 cell lines. Task: Regression. Given two drug SMILES strings and cell line genomic features, predict the synergy score measuring deviation from expected non-interaction effect. (1) Drug 1: C1=NC2=C(N1)C(=S)N=C(N2)N. Drug 2: C1=NC2=C(N=C(N=C2N1C3C(C(C(O3)CO)O)O)F)N. Cell line: ACHN. Synergy scores: CSS=53.1, Synergy_ZIP=3.01, Synergy_Bliss=5.07, Synergy_Loewe=-1.36, Synergy_HSA=6.58. (2) Drug 1: C1CC(=O)NC(=O)C1N2CC3=C(C2=O)C=CC=C3N. Drug 2: CCC1(CC2CC(C3=C(CCN(C2)C1)C4=CC=CC=C4N3)(C5=C(C=C6C(=C5)C78CCN9C7C(C=CC9)(C(C(C8N6C)(C(=O)OC)O)OC(=O)C)CC)OC)C(=O)OC)O.OS(=O)(=O)O. Cell line: SK-MEL-2. Synergy scores: CSS=17.1, Synergy_ZIP=-8.02, Synergy_Bliss=-12.0, Synergy_Loewe=-58.7, Synergy_HSA=-10.6. (3) Drug 1: C1CCN(CC1)CCOC2=CC=C(C=C2)C(=O)C3=C(SC4=C3C=CC(=C4)O)C5=CC=C(C=C5)O. Drug 2: CC12CCC3C(C1CCC2O)C(CC4=C3C=CC(=C4)O)CCCCCCCCCS(=O)CCCC(C(F)(F)F)(F)F. Cell line: HOP-92. Synergy scores: CSS=9.86, Synergy_ZIP=-3.11, Synergy_Bliss=-0.914, Synergy_Loewe=-0.972, Synergy_HSA=0.139. (4) Drug 1: CCCS(=O)(=O)NC1=C(C(=C(C=C1)F)C(=O)C2=CNC3=C2C=C(C=N3)C4=CC=C(C=C4)Cl)F. Drug 2: C1=NC(=NC(=O)N1C2C(C(C(O2)CO)O)O)N. Cell line: NCI-H322M. Synergy scores: CSS=4.65, Synergy_ZIP=5.06, Synergy_Bliss=5.72, Synergy_Loewe=-7.29, Synergy_HSA=0.00567. (5) Drug 1: CCCS(=O)(=O)NC1=C(C(=C(C=C1)F)C(=O)C2=CNC3=C2C=C(C=N3)C4=CC=C(C=C4)Cl)F. Drug 2: CC1=C(N=C(N=C1N)C(CC(=O)N)NCC(C(=O)N)N)C(=O)NC(C(C2=CN=CN2)OC3C(C(C(C(O3)CO)O)O)OC4C(C(C(C(O4)CO)O)OC(=O)N)O)C(=O)NC(C)C(C(C)C(=O)NC(C(C)O)C(=O)NCCC5=NC(=CS5)C6=NC(=CS6)C(=O)NCCC[S+](C)C)O. Cell line: PC-3. Synergy scores: CSS=0.0305, Synergy_ZIP=-0.953, Synergy_Bliss=-0.655, Synergy_Loewe=-10.7, Synergy_HSA=-2.02. (6) Drug 1: CC12CCC3C(C1CCC2=O)CC(=C)C4=CC(=O)C=CC34C. Drug 2: CC1C(C(CC(O1)OC2CC(CC3=C2C(=C4C(=C3O)C(=O)C5=C(C4=O)C(=CC=C5)OC)O)(C(=O)CO)O)N)O.Cl. Cell line: KM12. Synergy scores: CSS=35.6, Synergy_ZIP=0.624, Synergy_Bliss=-0.389, Synergy_Loewe=-2.50, Synergy_HSA=0.191. (7) Drug 1: C1C(C(OC1N2C=C(C(=O)NC2=O)F)CO)O. Drug 2: CCN(CC)CCNC(=O)C1=C(NC(=C1C)C=C2C3=C(C=CC(=C3)F)NC2=O)C. Cell line: SN12C. Synergy scores: CSS=19.9, Synergy_ZIP=0.766, Synergy_Bliss=6.07, Synergy_Loewe=2.56, Synergy_HSA=4.04. (8) Drug 1: CC12CCC3C(C1CCC2OP(=O)(O)O)CCC4=C3C=CC(=C4)OC(=O)N(CCCl)CCCl.[Na+]. Drug 2: COCCOC1=C(C=C2C(=C1)C(=NC=N2)NC3=CC=CC(=C3)C#C)OCCOC.Cl. Cell line: SF-295. Synergy scores: CSS=-17.0, Synergy_ZIP=13.7, Synergy_Bliss=17.5, Synergy_Loewe=-8.43, Synergy_HSA=-2.84. (9) Drug 1: C1CN1P(=S)(N2CC2)N3CC3. Drug 2: CC1=C(C(=CC=C1)Cl)NC(=O)C2=CN=C(S2)NC3=CC(=NC(=N3)C)N4CCN(CC4)CCO. Cell line: SK-MEL-28. Synergy scores: CSS=5.30, Synergy_ZIP=2.77, Synergy_Bliss=10.6, Synergy_Loewe=-0.206, Synergy_HSA=-1.44.